Dataset: Full USPTO retrosynthesis dataset with 1.9M reactions from patents (1976-2016). Task: Predict the reactants needed to synthesize the given product. (1) The reactants are: Cl[C:2]1[N:10]=[C:9]([CH:11]([OH:15])[CH2:12][CH2:13][CH3:14])[N:8]=[C:7]2[C:3]=1[N:4]=[CH:5][N:6]2[CH3:16].O.[NH3:18]. Given the product [NH2:18][C:2]1[N:10]=[C:9]([CH:11]([OH:15])[CH2:12][CH2:13][CH3:14])[N:8]=[C:7]2[C:3]=1[N:4]=[CH:5][N:6]2[CH3:16], predict the reactants needed to synthesize it. (2) Given the product [O:24]1[C:28]2[CH:29]=[CH:30][CH:31]=[CH:32][C:27]=2[CH:26]=[C:25]1[C:2]1[CH:3]=[C:4]([CH:16]=[O:17])[C:5]([N:8]2[CH2:13][C@H:12]([CH3:14])[O:11][C@H:10]([CH3:15])[CH2:9]2)=[N:6][CH:7]=1, predict the reactants needed to synthesize it. The reactants are: Br[C:2]1[CH:3]=[C:4]([CH:16]=[O:17])[C:5]([N:8]2[CH2:13][C@@H:12]([CH3:14])[O:11][C@@H:10]([CH3:15])[CH2:9]2)=[N:6][CH:7]=1.C(=O)([O-])[O-].[Na+].[Na+].[O:24]1[C:28]2[CH:29]=[CH:30][CH:31]=[CH:32][C:27]=2[CH:26]=[C:25]1B(O)O.C1(P(C2CCCCC2)C2C=CC=CC=2C2C(C(C)C)=CC(C(C)C)=CC=2C(C)C)CCCCC1. (3) The reactants are: [Br:1][C:2]1[CH:9]=[CH:8][C:5]([CH:6]=O)=[CH:4][N:3]=1.[CH3:10][O:11][CH2:12][CH2:13][NH2:14].C(O)(=O)C.C(O[BH-](OC(=O)C)OC(=O)C)(=O)C.[Na+]. Given the product [Br:1][C:2]1[N:3]=[CH:4][C:5]([CH2:6][NH:14][CH2:13][CH2:12][O:11][CH3:10])=[CH:8][CH:9]=1, predict the reactants needed to synthesize it. (4) Given the product [ClH:30].[Cl:30][C:27]1[CH:28]=[CH:29][C:24]2[N:23]([CH2:31][C:32]([CH3:33])([CH3:35])[CH3:34])[C:22](=[O:36])[C@@H:21]([CH2:37][C:38]([N:52]3[CH2:57][CH2:56][O:55][CH2:54][CH2:53]3)=[O:39])[O:20][C@H:19]([C:15]3[CH:16]=[CH:17][CH:18]=[C:13]([O:12][CH2:11][CH2:10][CH2:9][NH:8][CH2:43][CH2:44][CH2:45][C:46]4[CH:47]=[CH:48][CH:49]=[CH:50][CH:51]=4)[C:14]=3[O:41][CH3:42])[C:25]=2[CH:26]=1, predict the reactants needed to synthesize it. The reactants are: C(OC([N:8]([CH2:43][CH2:44][CH2:45][C:46]1[CH:51]=[CH:50][CH:49]=[CH:48][CH:47]=1)[CH2:9][CH2:10][CH2:11][O:12][C:13]1[C:14]([O:41][CH3:42])=[C:15]([C@@H:19]2[C:25]3[CH:26]=[C:27]([Cl:30])[CH:28]=[CH:29][C:24]=3[N:23]([CH2:31][C:32]([CH3:35])([CH3:34])[CH3:33])[C:22](=[O:36])[C@@H:21]([CH2:37][C:38](O)=[O:39])[O:20]2)[CH:16]=[CH:17][CH:18]=1)=O)(C)(C)C.[NH:52]1[CH2:57][CH2:56][O:55][CH2:54][CH2:53]1. (5) Given the product [CH3:37][C:20]1[N:21]([CH2:33][C:34]([OH:36])=[O:35])[C:22]2[C:27]([CH:19]=1)=[C:26]([NH:28][S:29]([CH3:32])(=[O:31])=[O:30])[CH:25]=[CH:24][CH:23]=2, predict the reactants needed to synthesize it. The reactants are: C(O)(=O)C1C(=CC=CC=1)S.ClC1C=CC(S[C:19]2[C:27]3[C:22](=[CH:23][CH:24]=[CH:25][C:26]=3[NH:28][S:29]([CH3:32])(=[O:31])=[O:30])[N:21]([CH2:33][C:34]([OH:36])=[O:35])[C:20]=2[CH3:37])=CC=1. (6) Given the product [CH3:28][O:27][CH2:26][CH2:25][CH2:24][O:23][C:17]1[CH:16]=[C:15]([CH:20]=[CH:19][C:18]=1[O:50][CH3:49])[CH2:14][C@H:10]([CH:11]([CH3:13])[CH3:12])[CH2:9][CH:8]([NH:29][C:30](=[O:36])[O:31][C:32]([CH3:33])([CH3:35])[CH3:34])[CH2:6][OH:7], predict the reactants needed to synthesize it. The reactants are: C(O[C:6]([CH:8]([NH:29][C:30](=[O:36])[O:31][C:32]([CH3:35])([CH3:34])[CH3:33])[CH2:9][C@H:10]([CH2:14][C:15]1[CH:20]=[CH:19][C:18](CC)=[C:17]([O:23][CH2:24][CH2:25][CH2:26][O:27][CH3:28])[CH:16]=1)[CH:11]([CH3:13])[CH3:12])=[O:7])(C)(C)C.[H-].C([Al+]CC(C)C)C(C)C.C1C[O:50][CH2:49]C1. (7) Given the product [F:11][C:12]1[CH:13]=[CH:14][C:15]([CH2:18][O:19][C:20]2[CH:34]=[CH:33][C:32]([CH2:35][N:1]3[CH2:6][CH2:5][O:4][CH2:3][CH2:2]3)=[CH:31][C:21]=2[C:22]([NH:24][C:25]2[CH:30]=[CH:29][N:28]=[N:27][CH:26]=2)=[O:23])=[CH:16][CH:17]=1, predict the reactants needed to synthesize it. The reactants are: [NH:1]1[CH2:6][CH2:5][O:4][CH2:3][CH2:2]1.C(O)(=O)C.[F:11][C:12]1[CH:17]=[CH:16][C:15]([CH2:18][O:19][C:20]2[CH:34]=[CH:33][C:32]([CH:35]=O)=[CH:31][C:21]=2[C:22]([NH:24][C:25]2[CH:30]=[CH:29][N:28]=[N:27][CH:26]=2)=[O:23])=[CH:14][CH:13]=1.C(O[BH-](OC(=O)C)OC(=O)C)(=O)C.[Na+]. (8) Given the product [CH:13]1([C:19](=[O:52])[CH2:20][N:21]2[C:26](=[O:27])[C:25]3[CH:28]=[C:29]([CH2:31][C:32]([F:34])([F:35])[F:33])[S:30][C:24]=3[N:23]([CH2:36][C:37]3[CH:38]=[CH:39][C:40]([C:43]4[CH:48]=[CH:47][CH:46]=[CH:45][C:44]=4[C:49]4[NH:3][C:4](=[O:7])[O:5][N:50]=4)=[CH:41][CH:42]=3)[C:22]2=[O:51])[CH2:14][CH2:15][CH2:16][CH2:17][CH2:18]1, predict the reactants needed to synthesize it. The reactants are: [Cl-].O[NH3+:3].[C:4](=[O:7])([O-])[OH:5].[Na+].CS(C)=O.[CH:13]1([C:19](=[O:52])[CH2:20][N:21]2[C:26](=[O:27])[C:25]3[CH:28]=[C:29]([CH2:31][C:32]([F:35])([F:34])[F:33])[S:30][C:24]=3[N:23]([CH2:36][C:37]3[CH:42]=[CH:41][C:40]([C:43]4[C:44]([C:49]#[N:50])=[CH:45][CH:46]=[CH:47][CH:48]=4)=[CH:39][CH:38]=3)[C:22]2=[O:51])[CH2:18][CH2:17][CH2:16][CH2:15][CH2:14]1.